Dataset: Forward reaction prediction with 1.9M reactions from USPTO patents (1976-2016). Task: Predict the product of the given reaction. (1) Given the reactants [NH2:1][C:2]1[N:6]([CH3:7])[C:5](=[O:8])[C:4]([C:18]2[CH:23]=[CH:22][CH:21]=[C:20](Br)[CH:19]=2)([C:9]2[CH:10]=[CH:11][C:12]3[O:16][CH2:15][CH2:14][C:13]=3[CH:17]=2)[N:3]=1.[CH2:25]([O:27][C:28]1[CH:29]=[C:30](B(O)O)[CH:31]=[CH:32][CH:33]=1)[CH3:26].C(=O)([O-])[O-].[Cs+].[Cs+], predict the reaction product. The product is: [NH2:1][C:2]1[N:6]([CH3:7])[C:5](=[O:8])[C:4]([C:9]2[CH:10]=[CH:11][C:12]3[O:16][CH2:15][CH2:14][C:13]=3[CH:17]=2)([C:18]2[CH:19]=[C:20]([C:32]3[CH:31]=[CH:30][CH:29]=[C:28]([O:27][CH2:25][CH3:26])[CH:33]=3)[CH:21]=[CH:22][CH:23]=2)[N:3]=1. (2) Given the reactants C[O:2][C:3](=[O:15])[C:4]1[CH:13]=[C:12]([Br:14])[CH:11]=[C:6]([C:7]([O:9][CH3:10])=[O:8])[CH:5]=1.[OH-].[Na+], predict the reaction product. The product is: [Br:14][C:12]1[CH:13]=[C:4]([CH:5]=[C:6]([C:7]([O:9][CH3:10])=[O:8])[CH:11]=1)[C:3]([OH:15])=[O:2]. (3) Given the reactants Cl[C:2]1[CH:7]=[CH:6][N:5]=[C:4]([NH:8][C:9]2[CH:14]=[CH:13][C:12]([N:15]3[CH:19]=[N:18][C:17]([CH3:20])=[N:16]3)=[CH:11][CH:10]=2)[N:3]=1.[CH3:21][Sn:22]([CH3:28])([CH3:27])[Sn:22]([CH3:28])([CH3:27])[CH3:21], predict the reaction product. The product is: [CH3:20][C:17]1[N:18]=[CH:19][N:15]([C:12]2[CH:13]=[CH:14][C:9]([NH:8][C:4]3[N:3]=[C:2]([Sn:22]([CH3:28])([CH3:27])[CH3:21])[CH:7]=[CH:6][N:5]=3)=[CH:10][CH:11]=2)[N:16]=1. (4) Given the reactants [C:1]([N:9]1[C:17]2[C:12](=[CH:13][CH:14]=[CH:15][CH:16]=2)[CH2:11][CH:10]1C(O)=O)(=O)[C:2]1[CH:7]=[CH:6][CH:5]=[CH:4][CH:3]=1.[C:21]([C:27]([O:29][CH3:30])=[O:28])#[C:22][C:23]([O:25][CH3:26])=[O:24], predict the reaction product. The product is: [CH3:26][O:25][C:23]([C:22]1[C:21]([C:27]([O:29][CH3:30])=[O:28])=[C:1]([C:2]2[CH:3]=[CH:4][CH:5]=[CH:6][CH:7]=2)[N:9]2[C:17]3[CH:16]=[CH:15][CH:14]=[CH:13][C:12]=3[CH2:11][C:10]=12)=[O:24]. (5) Given the reactants [C:1](Cl)(=[O:5])[CH:2]([CH3:4])[CH3:3].C(N(CC)CC)C.[C:14]1([SH:20])[CH:19]=[CH:18][CH:17]=[CH:16][CH:15]=1.CCCC(C)C.C(OCC)(=O)C, predict the reaction product. The product is: [C:1](=[O:5])([S:20][C:14]1[CH:19]=[CH:18][CH:17]=[CH:16][CH:15]=1)[CH:2]([CH3:4])[CH3:3]. (6) Given the reactants C([O:5][C:6]([N:8]1[CH2:12][C@@H:11]([NH:13][C:14]2[N:19]=[CH:18][C:17]([Br:20])=[CH:16][N:15]=2)[CH2:10][C@H:9]1[CH2:21][CH3:22])=[O:7])(C)(C)C.[F:23][C:24]([F:38])([F:37])[C:25]1[CH:26]=[C:27]([CH:30]=[C:31]([C:33]([F:36])([F:35])[F:34])[CH:32]=1)[CH2:28]Br.[H-].[Na+], predict the reaction product. The product is: [F:23][C:24]([F:37])([F:38])[C:25]1[CH:26]=[C:27]([CH:30]=[C:31]([C:33]([F:36])([F:34])[F:35])[CH:32]=1)[CH2:28][N:13]([C:14]1[N:15]=[CH:16][C:17]([Br:20])=[CH:18][N:19]=1)[C@@H:11]1[CH2:12][N:8]([C:6]([OH:5])=[O:7])[C@H:9]([CH2:21][CH3:22])[CH2:10]1. (7) Given the reactants [CH2:1]([O:8][C:9]([N:11]1[CH2:15][CH2:14][CH2:13][C@H:12]1[C:16]1[NH:20][C:19]2[CH:21]=[CH:22][C:23](B3OC(C)(C)C(C)(C)O3)=[CH:24][C:18]=2[N:17]=1)=[O:10])[C:2]1[CH:7]=[CH:6][CH:5]=[CH:4][CH:3]=1.Br[C:35]1[CH:40]=[CH:39][C:38]([NH:41][C:42]([CH:44]2[CH2:46][CH2:45]2)=[O:43])=[CH:37][CH:36]=1.CN(C=O)C, predict the reaction product. The product is: [CH2:1]([O:8][C:9]([N:11]1[CH2:15][CH2:14][CH2:13][C@H:12]1[C:16]1[NH:17][C:18]2[CH:24]=[C:23]([C:35]3[CH:40]=[CH:39][C:38]([NH:41][C:42]([CH:44]4[CH2:45][CH2:46]4)=[O:43])=[CH:37][CH:36]=3)[CH:22]=[CH:21][C:19]=2[N:20]=1)=[O:10])[C:2]1[CH:7]=[CH:6][CH:5]=[CH:4][CH:3]=1. (8) Given the reactants [OH-].[K+].[O:3]1[CH2:8][CH2:7][O:6]CC1.[CH2:9]([N:16]1[CH2:23][CH2:22]C2(CO2)[CH2:18][CH2:17]1)[C:10]1[CH:15]=[CH:14][CH:13]=[CH:12][CH:11]=1.Cl, predict the reaction product. The product is: [CH2:9]([N:16]1[CH2:23][CH2:22][C:8]([CH2:7][OH:6])([OH:3])[CH2:18][CH2:17]1)[C:10]1[CH:15]=[CH:14][CH:13]=[CH:12][CH:11]=1. (9) The product is: [Cl:19][CH2:20][CH2:21][CH2:22][CH2:23][N:24]1[C@@H:25](/[CH:30]=[CH:7]/[C:8](=[O:16])[CH2:9][C:10]2[CH:11]=[CH:12][CH:13]=[CH:14][CH:15]=2)[CH2:26][CH2:27][C:28]1=[O:29]. Given the reactants COP([CH2:7][C:8](=[O:16])[CH2:9][C:10]1[CH:15]=[CH:14][CH:13]=[CH:12][CH:11]=1)(=O)OC.[H-].[Na+].[Cl:19][CH2:20][CH2:21][CH2:22][CH2:23][N:24]1[C:28](=[O:29])[CH2:27][CH2:26][C@@H:25]1[CH:30]=O.[NH4+].[Cl-], predict the reaction product.